This data is from TCR-epitope binding with 47,182 pairs between 192 epitopes and 23,139 TCRs. The task is: Binary Classification. Given a T-cell receptor sequence (or CDR3 region) and an epitope sequence, predict whether binding occurs between them. (1) The epitope is FIAGLIAIV. The TCR CDR3 sequence is CASAMGYQETQYF. Result: 1 (the TCR binds to the epitope). (2) The epitope is NYSGVVTTVMF. The TCR CDR3 sequence is CASSSTASRNTGELFF. Result: 0 (the TCR does not bind to the epitope).